Dataset: Forward reaction prediction with 1.9M reactions from USPTO patents (1976-2016). Task: Predict the product of the given reaction. (1) The product is: [C:1]([O:5][C:6](=[O:14])[NH:7][C@H:8]([CH2:12][N:29]=[N+:30]=[N-:31])[CH:9]([CH3:11])[CH3:10])([CH3:4])([CH3:3])[CH3:2]. Given the reactants [C:1]([O:5][C:6](=[O:14])[NH:7][C@H:8]([CH2:12]O)[CH:9]([CH3:11])[CH3:10])([CH3:4])([CH3:3])[CH3:2].C1(P([N:29]=[N+:30]=[N-:31])(C2C=CC=CC=2)=O)C=CC=CC=1.C1(P(C2C=CC=CC=2)C2C=CC=CC=2)C=CC=CC=1.CCOC(/N=N/C(OCC)=O)=O.C1(C)C=CC=CC=1, predict the reaction product. (2) The product is: [Cl:43][C:44]1[CH:53]=[CH:52][C:51]2[CH2:50][CH2:49][CH2:48][CH:47]([NH:54][C:7]([C:2]3[CH:3]=[N:4][CH:5]=[CH:6][N:1]=3)=[O:9])[C:46]=2[N:45]=1. Given the reactants [N:1]1[CH:6]=[CH:5][N:4]=[CH:3][C:2]=1[C:7]([OH:9])=O.CCN(C(C)C)C(C)C.CN(C(ON1N=NC2C=CC=NC1=2)=[N+](C)C)C.F[P-](F)(F)(F)(F)F.[Cl:43][C:44]1[CH:53]=[CH:52][C:51]2[CH2:50][CH2:49][CH2:48][CH:47]([NH2:54])[C:46]=2[N:45]=1, predict the reaction product. (3) Given the reactants [N:1]1([C:5]2[CH:14]=[C:13]3[C:8]([CH:9]=[CH:10][C:11]([C:15]([OH:17])=O)=[N:12]3)=[CH:7][CH:6]=2)[CH2:4][CH2:3][CH2:2]1.[NH2:18][C:19]1[CH:20]=[N:21][CH:22]=[CH:23][C:24]=1[N:25]1[CH2:30][C@H:29]([CH3:31])[CH2:28][C@H:27]([NH:32]C(=O)OC(C)(C)C)[CH2:26]1, predict the reaction product. The product is: [NH2:32][C@H:27]1[CH2:28][C@@H:29]([CH3:31])[CH2:30][N:25]([C:24]2[CH:23]=[CH:22][N:21]=[CH:20][C:19]=2[NH:18][C:15]([C:11]2[CH:10]=[CH:9][C:8]3[C:13](=[CH:14][C:5]([N:1]4[CH2:2][CH2:3][CH2:4]4)=[CH:6][CH:7]=3)[N:12]=2)=[O:17])[CH2:26]1. (4) Given the reactants [NH2:1][C:2]1[C:7]2[C:8]([C:11]3[CH:16]=[CH:15][C:14]([F:17])=[C:13]([Cl:18])[CH:12]=3)=[CH:9][S:10][C:6]=2[C:5](Br)=[CH:4][N:3]=1.CC1(C)C(C)(C)OB([C:28]2[CH:29]=[C:30]([S:34]([NH2:37])(=[O:36])=[O:35])[CH:31]=[CH:32][CH:33]=2)O1.C([O-])([O-])=O.[Na+].[Na+].CN(C=O)C, predict the reaction product. The product is: [NH2:1][C:2]1[C:7]2[C:8]([C:11]3[CH:16]=[CH:15][C:14]([F:17])=[C:13]([Cl:18])[CH:12]=3)=[CH:9][S:10][C:6]=2[C:5]([C:28]2[CH:33]=[CH:32][CH:31]=[C:30]([S:34](=[O:36])(=[O:35])[NH2:37])[CH:29]=2)=[CH:4][N:3]=1. (5) Given the reactants [Cl-].[CH3:2][O:3][CH2:4][P+](C1C=CC=CC=1)(C1C=CC=CC=1)C1C=CC=CC=1.C[Si]([N-:28][Si](C)(C)C)(C)C.[Li+].[NH2:34][C:35]1[C:40]([C:41]([C:43]2[CH:44]=[N:45][C:46]([F:49])=[CH:47][CH:48]=2)=O)=[CH:39][C:38]([Br:50])=[CH:37][N:36]=1.C([Mg]Cl)(C)(C)C, predict the reaction product. The product is: [Br:50][C:38]1[CH:39]=[C:40]([C:41]([C:43]2[CH:44]=[N:45][C:46]([F:49])=[CH:47][CH:48]=2)=[CH:2][O:3][CH3:4])[C:35]([NH:34][NH2:28])=[N:36][CH:37]=1.